Dataset: Experimental lipophilicity measurements (octanol/water distribution) for 4,200 compounds from AstraZeneca. Task: Regression/Classification. Given a drug SMILES string, predict its absorption, distribution, metabolism, or excretion properties. Task type varies by dataset: regression for continuous measurements (e.g., permeability, clearance, half-life) or binary classification for categorical outcomes (e.g., BBB penetration, CYP inhibition). For this dataset (lipophilicity_astrazeneca), we predict Y. (1) The compound is O=c1[nH]c2c(O)ccc([C@@H](O)CNCCSCCCNCCc3cccc(C(F)(F)F)c3)c2s1. The Y is 1.21 logD. (2) The compound is CC[C@H](NC(=O)c1c([S+](C)[O-])c(-c2ccccc2)nc2cc(CN(C)C)ccc12)c1ccccc1. The Y is 2.75 logD. (3) The drug is Nc1nonc1/C(=N/O)Nc1ccc(F)c(Cl)c1. The Y is 2.70 logD. (4) The compound is CNCC[C@H](Oc1cccc2ccccc12)c1cccs1. The Y is 2.09 logD. (5) The compound is CNc1c(Br)cnc2[nH]c(-c3ccc(OCCN4CCCCC4)cc3)nc12. The Y is 2.56 logD. (6) The molecule is C[C@H](Nc1nc(NC[C@@H](O)CO)c(Cl)c(Nc2cc(C3CC3)[nH]n2)n1)c1ccc(F)cc1. The Y is 3.39 logD.